Task: Predict the reactants needed to synthesize the given product.. Dataset: Full USPTO retrosynthesis dataset with 1.9M reactions from patents (1976-2016) (1) Given the product [CH:34]([C:31]1[CH:32]=[CH:33][C:28]([NH:27][C:1]([C:2]2[CH:10]=[CH:9][CH:8]=[C:4]([C:5]([NH:13][C:14]3[CH:19]=[CH:18][CH:17]=[CH:16][N:15]=3)=[O:6])[CH:3]=2)=[O:11])=[N:29][CH:30]=1)=[CH2:35], predict the reactants needed to synthesize it. The reactants are: [C:1](Cl)(=[O:11])[C:2]1[CH:10]=[CH:9][CH:8]=[C:4]([C:5](Cl)=[O:6])[CH:3]=1.[NH2:13][C:14]1[CH:19]=[CH:18][CH:17]=[CH:16][N:15]=1.C(N(CC)CC)C.[NH2:27][C:28]1[CH:33]=[CH:32][C:31]([CH:34]=[CH2:35])=[CH:30][N:29]=1. (2) Given the product [CH:1]1([N:7]2[CH2:13][C:12]([F:15])([F:14])[C:11](=[O:16])[N:10]([CH3:17])[C:9]3[CH:18]=[N:19][C:20]([NH:22][C:23]4[CH:31]=[CH:30][C:26]([C:27]([NH:58][CH:59]5[CH2:60][CH2:61][N:62]([CH2:66][CH3:65])[CH2:63][CH2:64]5)=[O:28])=[CH:25][C:24]=4[O:32][CH3:33])=[N:21][C:8]2=3)[CH2:6][CH2:5][CH2:4][CH2:3][CH2:2]1, predict the reactants needed to synthesize it. The reactants are: [CH:1]1([N:7]2[CH2:13][C:12]([F:15])([F:14])[C:11](=[O:16])[N:10]([CH3:17])[C:9]3[CH:18]=[N:19][C:20]([NH:22][C:23]4[CH:31]=[CH:30][C:26]([C:27](O)=[O:28])=[CH:25][C:24]=4[O:32][CH3:33])=[N:21][C:8]2=3)[CH2:6][CH2:5][CH2:4][CH2:3][CH2:2]1.CN(C(ON1N=NC2C=CC=NC1=2)=[N+](C)C)C.F[P-](F)(F)(F)(F)F.[NH2:58][CH2:59][CH2:60][CH2:61][N:62]1[CH2:66][CH2:65][CH2:64][C:63]1=O. (3) Given the product [F:21][C:22]1[CH:35]=[CH:34][C:25]([C:26]2[NH:1][C:2]3[CH:3]=[CH:4][C:5]([C@@H:8]4[O:13][CH2:12][CH2:11][N:10]([C:14]([O:16][C:17]([CH3:20])([CH3:19])[CH3:18])=[O:15])[CH2:9]4)=[CH:6][C:7]=3[N:27]=2)=[CH:24][CH:23]=1, predict the reactants needed to synthesize it. The reactants are: [NH2:1][C:2]1[CH:7]=[CH:6][C:5]([C@@H:8]2[O:13][CH2:12][CH2:11][N:10]([C:14]([O:16][C:17]([CH3:20])([CH3:19])[CH3:18])=[O:15])[CH2:9]2)=[CH:4][CH:3]=1.[F:21][C:22]1[CH:35]=[CH:34][C:25]([C:26](Cl)=[N:27]OS(C)(=O)=O)=[CH:24][CH:23]=1.CN(C)CCN(C)C.O. (4) Given the product [Cl:1][C:2]1[CH:7]=[C:6]([C:8]2[N:9]=[C:10]([NH:21][CH2:22][CH2:23][C:24]([NH2:26])=[O:25])[C:11]3[C:17]([O:18][CH3:19])=[CH:16][N:15]=[CH:14][C:12]=3[N:13]=2)[CH:5]=[CH:4][N:3]=1, predict the reactants needed to synthesize it. The reactants are: [Cl:1][C:2]1[CH:7]=[C:6]([C:8]2[N:9]=[C:10](O)[C:11]3[C:17]([O:18][CH3:19])=[CH:16][N:15]=[CH:14][C:12]=3[N:13]=2)[CH:5]=[CH:4][N:3]=1.[NH2:21][CH2:22][CH2:23][C:24]([NH2:26])=[O:25].Cl.C(OC(N1CCN(C2C3C(C4CC4)=CN=CC=3N=C(C3C=CN=C(Cl)C=3)N=2)CC1)=O)(C)(C)C. (5) Given the product [CH:1]1([CH2:7][CH2:8][CH2:9][C@@H:10]([C:19]2[O:23][N:22]=[C:21]([C:24]([N:26]([CH3:27])[CH2:42][C:43]3[CH:48]=[CH:47][CH:46]=[CH:45][N:44]=3)=[O:25])[N:20]=2)[CH2:11][C:12]([O:14][C:15]([CH3:17])([CH3:18])[CH3:16])=[O:13])[CH2:2][CH2:3][CH2:4][CH2:5][CH2:6]1, predict the reactants needed to synthesize it. The reactants are: [CH:1]1([CH2:7][CH2:8][CH2:9][C@@H:10]([C:19]2[O:23][N:22]=[C:21]([C:24]([NH:26][CH3:27])=[O:25])[N:20]=2)[CH2:11][C:12]([O:14][C:15]([CH3:18])([CH3:17])[CH3:16])=[O:13])[CH2:6][CH2:5][CH2:4][CH2:3][CH2:2]1.C(P(CCCC)CCCC)CCC.O[CH2:42][C:43]1[CH:48]=[CH:47][CH:46]=[CH:45][N:44]=1. (6) The reactants are: [N+:1]([C:4]1[CH:5]=[N:6][N:7]([CH2:9][C:10]([OH:12])=[O:11])[CH:8]=1)([O-:3])=[O:2].[C:13](OC(O[C:13]([CH3:16])([CH3:15])[CH3:14])N(C)C)([CH3:16])([CH3:15])[CH3:14]. Given the product [N+:1]([C:4]1[CH:5]=[N:6][N:7]([CH2:9][C:10]([O:12][C:13]([CH3:16])([CH3:15])[CH3:14])=[O:11])[CH:8]=1)([O-:3])=[O:2], predict the reactants needed to synthesize it. (7) Given the product [CH3:21][O:22][C:2]1[C:7]([CH:8]=[O:9])=[CH:6][N:5]=[C:4]2[N:10]([CH2:13][O:14][CH2:15][CH2:16][Si:17]([CH3:20])([CH3:19])[CH3:18])[CH:11]=[CH:12][C:3]=12, predict the reactants needed to synthesize it. The reactants are: Cl[C:2]1[C:7]([CH:8]=[O:9])=[CH:6][N:5]=[C:4]2[N:10]([CH2:13][O:14][CH2:15][CH2:16][Si:17]([CH3:20])([CH3:19])[CH3:18])[CH:11]=[CH:12][C:3]=12.[CH3:21][O-:22].[Na+].